From a dataset of Catalyst prediction with 721,799 reactions and 888 catalyst types from USPTO. Predict which catalyst facilitates the given reaction. (1) Reactant: [F:1][C:2]1[CH:7]=[CH:6][C:5]([N:8]2[C:16]3[C:11](=[CH:12][C:13]([C:17]([C:21]4[CH:26]=[CH:25][CH:24]=[CH:23][CH:22]=4)=[CH:18][C:19]#[N:20])=[CH:14][CH:15]=3)[CH:10]=[N:9]2)=[CH:4][CH:3]=1.[H][H]. Product: [F:1][C:2]1[CH:3]=[CH:4][C:5]([N:8]2[C:16]3[C:11](=[CH:12][C:13]([CH:17]([C:21]4[CH:22]=[CH:23][CH:24]=[CH:25][CH:26]=4)[CH2:18][CH2:19][NH2:20])=[CH:14][CH:15]=3)[CH:10]=[N:9]2)=[CH:6][CH:7]=1. The catalyst class is: 750. (2) Reactant: [CH3:1][O:2][C:3]1[CH:16]=[CH:15][C:14]2[C:5](=[C:6]([C:19]([O:21][C:22]3[C:27]([Br:28])=[CH:26][CH:25]=[CH:24][C:23]=3[Br:29])=[O:20])[C:7]3[C:12]([N:13]=2)=[CH:11][CH:10]=[C:9]([O:17][CH3:18])[CH:8]=3)[CH:4]=1.[I:30][CH2:31][CH2:32][CH2:33][C:34]([O:36][N:37]1[C:41](=[O:42])[CH2:40][CH2:39][C:38]1=[O:43])=[O:35]. The catalyst class is: 10. Product: [I-:30].[CH3:18][O:17][C:9]1[CH:10]=[CH:11][C:12]2[C:7](=[C:6]([C:19]([O:21][C:22]3[C:23]([Br:29])=[CH:24][CH:25]=[CH:26][C:27]=3[Br:28])=[O:20])[C:5]3[C:14]([N+:13]=2[CH2:31][CH2:32][CH2:33][C:34]([O:36][N:37]2[C:38](=[O:43])[CH2:39][CH2:40][C:41]2=[O:42])=[O:35])=[CH:15][CH:16]=[C:3]([O:2][CH3:1])[CH:4]=3)[CH:8]=1. (3) Product: [Br:21][C:22]1[CH:27]=[CH:26][C:25]([O:28][CH:2]2[CH2:6][CH2:5][N:4]([CH:7]3[CH2:12][CH2:11][N:10]([C:13]([O:15][C:16]([CH3:19])([CH3:18])[CH3:17])=[O:14])[CH2:9][CH2:8]3)[C:3]2=[O:20])=[C:24]([F:29])[CH:23]=1. The catalyst class is: 3. Reactant: Br[CH:2]1[CH2:6][CH2:5][N:4]([CH:7]2[CH2:12][CH2:11][N:10]([C:13]([O:15][C:16]([CH3:19])([CH3:18])[CH3:17])=[O:14])[CH2:9][CH2:8]2)[C:3]1=[O:20].[Br:21][C:22]1[CH:27]=[CH:26][C:25]([OH:28])=[C:24]([F:29])[CH:23]=1.C([O-])([O-])=O.[K+].[K+].